From a dataset of Full USPTO retrosynthesis dataset with 1.9M reactions from patents (1976-2016). Predict the reactants needed to synthesize the given product. (1) Given the product [C:12]([C:7]1[CH:8]=[C:9]2[C:4](=[CH:5][CH:6]=1)[CH:3]=[C:2]([C:55]([O:54][CH3:53])=[O:56])[CH:11]=[CH:10]2)([CH3:15])([CH3:14])[CH3:13], predict the reactants needed to synthesize it. The reactants are: Br[C:2]1[CH:11]=[CH:10][C:9]2[C:4](=[CH:5][CH:6]=[C:7]([C:12]([CH3:15])([CH3:14])[CH3:13])[CH:8]=2)[CH:3]=1.C1(P(C2C=CC=CC=2)CCCP(C2C=CC=CC=2)C2C=CC=CC=2)C=CC=CC=1.C(N(CC)CC)C.C[CH2:53][O:54][C:55](C)=[O:56].C1(C)C=CC=CC=1. (2) Given the product [NH2:1][C:2]1[N:10]=[CH:9][N:8]=[C:7]2[C:3]=1[N:4]=[C:5]([S:27][C:20]1[CH:21]=[C:22]([O:25][CH3:26])[CH:23]=[CH:24][C:19]=1[I:18])[N:6]2[CH2:11][CH2:12][OH:13], predict the reactants needed to synthesize it. The reactants are: [NH2:1][C:2]1[N:10]=[CH:9][N:8]=[C:7]2[C:3]=1[N:4]=[C:5](Br)[N:6]2[CH2:11][CH2:12][O:13]C(=O)C.[I:18][C:19]1[CH:24]=[CH:23][C:22]([O:25][CH3:26])=[CH:21][C:20]=1[S-:27].[K+]. (3) Given the product [Cl:1][C:2]1[N:3]=[C:4]([Cl:17])[C:5]([OH:15])=[C:6]([N:8]2[CH2:12][CH2:11][CH2:10][C@H:9]2[CH2:13][OH:14])[N:7]=1, predict the reactants needed to synthesize it. The reactants are: [Cl:1][C:2]1[N:7]=[C:6]([N:8]2[CH2:12][CH2:11][CH2:10][C@H:9]2[CH2:13][OH:14])[C:5]([O:15]C)=[C:4]([Cl:17])[N:3]=1.[Cl-].[Li+].